From a dataset of Reaction yield outcomes from USPTO patents with 853,638 reactions. Predict the reaction yield, written as a fraction of the theoretical maximum amount of product (1.0 means a 100% yield; for example, 0.34 means a 34% yield). (1) The reactants are [Cl:1][C:2]1[CH:8]=[C:7]([O:9][C:10]2[C:19]3[C:14](=[CH:15][C:16]([O:22][CH3:23])=[C:17]([O:20][CH3:21])[CH:18]=3)[N:13]=[CH:12][N:11]=2)[CH:6]=[CH:5][C:3]=1[NH2:4].C1(C)C=CC=CC=1.C(N(CC)CC)C.Cl[C:39](Cl)([O:41]C(=O)OC(Cl)(Cl)Cl)Cl.[CH3:50][O:51][C:52]1[CH:60]=[CH:59][C:55]([CH:56]([OH:58])[CH3:57])=[CH:54][CH:53]=1. The catalyst is C(Cl)Cl. The product is [Cl:1][C:2]1[CH:8]=[C:7]([O:9][C:10]2[C:19]3[C:14](=[CH:15][C:16]([O:22][CH3:23])=[C:17]([O:20][CH3:21])[CH:18]=3)[N:13]=[CH:12][N:11]=2)[CH:6]=[CH:5][C:3]=1[NH:4][C:39](=[O:41])[O:58][CH:56]([C:55]1[CH:59]=[CH:60][C:52]([O:51][CH3:50])=[CH:53][CH:54]=1)[CH3:57]. The yield is 0.530. (2) The reactants are C([O:8][CH2:9][C:10]1[N:11]([CH2:27][C:28]2[CH:33]=[CH:32][N:31]=[CH:30][CH:29]=2)[C:12]([S:18][C:19]2[CH:24]=[CH:23][CH:22]=[C:21]([O:25][CH3:26])[CH:20]=2)=[C:13]([CH:15]([CH3:17])[CH3:16])[N:14]=1)C1C=CC=CC=1.Cl. The catalyst is CCO. The product is [CH:15]([C:13]1[N:14]=[C:10]([CH2:9][OH:8])[N:11]([CH2:27][C:28]2[CH:29]=[CH:30][N:31]=[CH:32][CH:33]=2)[C:12]=1[S:18][C:19]1[CH:24]=[CH:23][CH:22]=[C:21]([O:25][CH3:26])[CH:20]=1)([CH3:17])[CH3:16]. The yield is 0.870. (3) The reactants are [Cl:1][C:2]1[CH:3]=[C:4]([CH:13]=[CH:14][CH:15]=1)[CH2:5][C:6]1[CH:10]=[CH:9][S:8][C:7]=1[CH:11]=[O:12].C(Cl)Cl.[BH4-].[Na+]. The catalyst is CO. The product is [Cl:1][C:2]1[CH:3]=[C:4]([CH:13]=[CH:14][CH:15]=1)[CH2:5][C:6]1[CH:10]=[CH:9][S:8][C:7]=1[CH2:11][OH:12]. The yield is 0.940. (4) The reactants are [CH2:1]([C:5]1[O:6][C:7]2[CH:29]=[CH:28][CH:27]=[CH:26][C:8]=2[C:9]=1[C:10]1[O:11][C:12]([C:15]2[CH:16]=[C:17]3[C:22](=[CH:23][CH:24]=2)[CH:21]=[C:20]([OH:25])[CH:19]=[CH:18]3)=[CH:13][N:14]=1)[CH2:2][CH2:3][CH3:4].Br[CH2:31][C:32]#[N:33].C(=O)([O-])[O-].[K+].[K+]. The catalyst is CN(C=O)C.C(OCC)(=O)C. The product is [CH2:1]([C:5]1[O:6][C:7]2[CH:29]=[CH:28][CH:27]=[CH:26][C:8]=2[C:9]=1[C:10]1[O:11][C:12]([C:15]2[CH:16]=[C:17]3[C:22](=[CH:23][CH:24]=2)[CH:21]=[C:20]([O:25][CH2:31][C:32]#[N:33])[CH:19]=[CH:18]3)=[CH:13][N:14]=1)[CH2:2][CH2:3][CH3:4]. The yield is 0.790. (5) The reactants are Cl.[C:2]1([N:8]2[CH2:13][CH2:12][NH:11][CH2:10][CH2:9]2)[CH:7]=[CH:6][CH:5]=[CH:4][CH:3]=1.[I-].C(C[P+](C)(C)C)#N.O[CH2:23][C:24]1[CH:33]=[N:32][C:31]2[N:30]3[CH2:34][CH2:35][CH2:36][C@H:29]3[C:28](=[O:37])[NH:27][C:26]=2[CH:25]=1.CCN(C(C)C)C(C)C. The catalyst is C(#N)CC. The product is [C:2]1([N:8]2[CH2:13][CH2:12][N:11]([CH2:23][C:24]3[CH:33]=[N:32][C:31]4[N:30]5[CH2:34][CH2:35][CH2:36][C@H:29]5[C:28](=[O:37])[NH:27][C:26]=4[CH:25]=3)[CH2:10][CH2:9]2)[CH:7]=[CH:6][CH:5]=[CH:4][CH:3]=1. The yield is 0.230. (6) The reactants are [C:1]1(=[O:7])[CH2:6][CH2:5][CH2:4][CH:3]=[CH:2]1.[CH3:8][C:9]1[NH:10][CH:11]=[CH:12][N:13]=1. The catalyst is C(Cl)Cl. The product is [CH3:8][C:9]1[N:10]([CH:3]2[CH2:4][CH2:5][CH2:6][C:1](=[O:7])[CH2:2]2)[CH:11]=[CH:12][N:13]=1. The yield is 0.160. (7) The reactants are [OH:1][B:2]1[C:6]2[CH:7]=[CH:8][C:9](/[CH:11]=[N:12]/[OH:13])=[CH:10][C:5]=2[C:4]([CH3:15])([CH3:14])[O:3]1.C1C(=O)N(Cl)C(=O)C1.[Cl:24][C:25]1[CH:30]=[C:29]([C:31]([CH3:33])=[CH2:32])[CH:28]=[C:27]([Cl:34])[C:26]=1[Cl:35].Cl. The catalyst is CN(C=O)C.CC(=O)OCC.O. The product is [CH3:14][C:4]1([CH3:15])[O:3][B:2]([OH:1])[C:6]2[CH:7]=[CH:8][C:9]([C:11]3[CH2:32][C:31]([CH3:33])([C:29]4[CH:28]=[C:27]([Cl:34])[C:26]([Cl:35])=[C:25]([Cl:24])[CH:30]=4)[O:13][N:12]=3)=[CH:10][C:5]1=2. The yield is 0.375. (8) The reactants are [O:1]1[CH2:6][CH:5]=[C:4]([C:7]2[CH:12]=[CH:11][C:10]([N:13]3[CH:18]=[C:17]([O:19][CH3:20])[C:16](=[O:21])[C:15]([C:22]4[N:26]([C:27]5[CH:32]=[CH:31][CH:30]=[CH:29][CH:28]=5)[N:25]=[CH:24][CH:23]=4)=[N:14]3)=[C:9]([F:33])[CH:8]=2)[CH2:3][CH2:2]1.C1COCC1. The catalyst is [Pd].CO. The product is [F:33][C:9]1[CH:8]=[C:7]([CH:4]2[CH2:3][CH2:2][O:1][CH2:6][CH2:5]2)[CH:12]=[CH:11][C:10]=1[N:13]1[CH:18]=[C:17]([O:19][CH3:20])[C:16](=[O:21])[C:15]([C:22]2[N:26]([C:27]3[CH:28]=[CH:29][CH:30]=[CH:31][CH:32]=3)[N:25]=[CH:24][CH:23]=2)=[N:14]1. The yield is 0.850.